This data is from Forward reaction prediction with 1.9M reactions from USPTO patents (1976-2016). The task is: Predict the product of the given reaction. (1) Given the reactants [N:1]1[C:8](Cl)=[N:7][C:5]([Cl:6])=[N:4][C:2]=1[Cl:3].[CH3:10][O:11][C:12]1[CH:13]=[C:14]([Mg]Br)[CH:15]=[CH:16][CH:17]=1.C(=O)(O)[O-].[Na+].O, predict the reaction product. The product is: [Cl:3][C:2]1[N:4]=[C:5]([Cl:6])[N:7]=[C:8]([C:16]2[CH:15]=[CH:14][CH:13]=[C:12]([O:11][CH3:10])[CH:17]=2)[N:1]=1. (2) Given the reactants [NH:1]1[C:5]2[CH:6]=[CH:7][CH:8]=[CH:9][C:4]=2[CH2:3][S:2]1(=[O:11])=[O:10].[Br:12]Br.C([O-])(=O)C.[K+], predict the reaction product. The product is: [Br:12][C:8]1[CH:7]=[CH:6][C:5]2[NH:1][S:2](=[O:10])(=[O:11])[CH2:3][C:4]=2[CH:9]=1. (3) Given the reactants [N+:1]([C:4]1[CH:5]=[CH:6][C:7](OC2C=C3C(=CC=2)OC(C2C=CC=CC=2)CC3)=[N:8][CH:9]=1)([O-:3])=[O:2].[C:27]1([CH:33]2[CH2:42][C:41]3[C:36](=[CH:37][C:38]([OH:43])=[CH:39][CH:40]=3)[O:35][CH2:34]2)[CH:32]=[CH:31][CH:30]=[CH:29][CH:28]=1, predict the reaction product. The product is: [N+:1]([C:4]1[CH:5]=[CH:6][C:7]([O:43][C:38]2[CH:37]=[C:36]3[C:41]([CH2:42][CH:33]([C:27]4[CH:32]=[CH:31][CH:30]=[CH:29][CH:28]=4)[CH2:34][O:35]3)=[CH:40][CH:39]=2)=[N:8][CH:9]=1)([O-:3])=[O:2]. (4) Given the reactants [CH:1]([C:4]1[CH:9]=[CH:8][C:7]([N:10]2[C:14](=[O:15])[CH2:13][CH:12]([CH2:16][N:17]3[CH:21]=[C:20]([C:22]4[NH:30][C:29]5[C:28](=[O:31])[N:27]([CH2:32][CH2:33][CH3:34])[C:26](=[O:35])[N:25]([CH2:36][CH2:37][CH3:38])[C:24]=5[N:23]=4)[CH:19]=[N:18]3)[CH2:11]2)=[CH:6][CH:5]=1)([CH3:3])[CH3:2].[C:39](=O)([O-])[O-].[K+].[K+].CI.CN(C=O)C, predict the reaction product. The product is: [CH:1]([C:4]1[CH:9]=[CH:8][C:7]([N:10]2[C:14](=[O:15])[CH2:13][CH:12]([CH2:16][N:17]3[CH:21]=[C:20]([C:22]4[N:30]([CH3:39])[C:29]5[C:28](=[O:31])[N:27]([CH2:32][CH2:33][CH3:34])[C:26](=[O:35])[N:25]([CH2:36][CH2:37][CH3:38])[C:24]=5[N:23]=4)[CH:19]=[N:18]3)[CH2:11]2)=[CH:6][CH:5]=1)([CH3:3])[CH3:2]. (5) Given the reactants C1(P(C2C=CC=CC=2)C2C=CC=CC=2)C=CC=CC=1.[N:20]([CH2:23][C@@H:24]([NH:51][C:52](=[O:58])[O:53][C:54]([CH3:57])([CH3:56])[CH3:55])[CH2:25][C:26]1[CH:31]=[C:30]([I:32])[C:29]([O:33][C:34]2[CH:39]=[CH:38][C:37]([O:40][CH2:41][C:42]3[CH:47]=[CH:46][C:45]([O:48][CH3:49])=[CH:44][CH:43]=3)=[CH:36][CH:35]=2)=[C:28]([I:50])[CH:27]=1)=[N+]=[N-], predict the reaction product. The product is: [NH2:20][CH2:23][C@@H:24]([NH:51][C:52](=[O:58])[O:53][C:54]([CH3:56])([CH3:55])[CH3:57])[CH2:25][C:26]1[CH:31]=[C:30]([I:32])[C:29]([O:33][C:34]2[CH:35]=[CH:36][C:37]([O:40][CH2:41][C:42]3[CH:47]=[CH:46][C:45]([O:48][CH3:49])=[CH:44][CH:43]=3)=[CH:38][CH:39]=2)=[C:28]([I:50])[CH:27]=1. (6) Given the reactants [Br:1][C:2]1[CH:11]=[C:10]([Br:12])[C:9]2[C:4](=[CH:5][C:6]([CH2:13]Br)=[CH:7][CH:8]=2)[N:3]=1.[CH3:15][O:16][C:17]([C:19]1([C:25]2[CH:30]=[C:29]([OH:31])[CH:28]=[C:27]([F:32])[CH:26]=2)[CH2:24][CH2:23][O:22][CH2:21][CH2:20]1)=[O:18].C(=O)([O-])[O-].[Cs+].[Cs+], predict the reaction product. The product is: [CH3:15][O:16][C:17]([C:19]1([C:25]2[CH:26]=[C:27]([F:32])[CH:28]=[C:29]([O:31][CH2:13][C:6]3[CH:5]=[C:4]4[C:9]([C:10]([Br:12])=[CH:11][C:2]([Br:1])=[N:3]4)=[CH:8][CH:7]=3)[CH:30]=2)[CH2:24][CH2:23][O:22][CH2:21][CH2:20]1)=[O:18]. (7) Given the reactants [Br:1][C:2]1[CH:23]=[C:22]([F:24])[C:5]2[N:6]([CH2:9][C:10]3[CH:21]=[CH:20][C:13]4[N:14]=[C:15](S(C)=O)[S:16][C:12]=4[CH:11]=3)[CH:7]=[N:8][C:4]=2[CH:3]=1.[NH2:25][C@@H:26]1[CH2:31][CH2:30][CH2:29][CH2:28][C@H:27]1[OH:32].CCN(C(C)C)C(C)C, predict the reaction product. The product is: [Br:1][C:2]1[CH:23]=[C:22]([F:24])[C:5]2[N:6]([CH2:9][C:10]3[CH:21]=[CH:20][C:13]4[N:14]=[C:15]([NH:25][C@@H:26]5[CH2:31][CH2:30][CH2:29][CH2:28][C@H:27]5[OH:32])[S:16][C:12]=4[CH:11]=3)[CH:7]=[N:8][C:4]=2[CH:3]=1. (8) Given the reactants CCN(S(F)(F)[F:7])CC.[Br:10][C:11]1[CH:30]=[CH:29][C:14]2[O:15][CH2:16][CH:17](O)[CH2:18][N:19]3[C:27]4[CH:26]=[CH:25][CH:24]=[CH:23][C:22]=4[CH:21]=[C:20]3[C:13]=2[CH:12]=1, predict the reaction product. The product is: [Br:10][C:11]1[CH:30]=[CH:29][C:14]2[O:15][CH2:16][CH:17]([F:7])[CH2:18][N:19]3[C:27]4[CH:26]=[CH:25][CH:24]=[CH:23][C:22]=4[CH:21]=[C:20]3[C:13]=2[CH:12]=1.